Dataset: Forward reaction prediction with 1.9M reactions from USPTO patents (1976-2016). Task: Predict the product of the given reaction. (1) Given the reactants [Br:1][C:2]1[CH:3]=[C:4]([CH:10]=[CH:11][C:12]=1[C:13]#N)[C:5](OCC)=[O:6].[H-].C([Al+]CC(C)C)C(C)C.CC(C)=[O:27].Cl, predict the reaction product. The product is: [Br:1][C:2]1[CH:3]=[C:4]([CH2:5][OH:6])[CH:10]=[CH:11][C:12]=1[CH:13]=[O:27]. (2) Given the reactants Cl[C:2]1[C:3]([NH2:9])=[N:4][CH:5]=[N:6][C:7]=1Cl.[NH2:10][CH:11]1[CH2:14][N:13]([C:15]([O:17]C(C)(C)C)=O)[CH2:12]1.[O:22]([C:29]1[CH:34]=[CH:33][C:32](B(O)O)=[CH:31][CH:30]=1)[C:23]1[CH:28]=[CH:27][CH:26]=[CH:25][CH:24]=1.[C:38](Cl)(=O)[CH:39]=C, predict the reaction product. The product is: [NH2:9][C:3]1[N:4]=[CH:5][N:6]=[C:7]([NH:10][CH:11]2[CH2:12][N:13]([C:15](=[O:17])[CH:38]=[CH2:39])[CH2:14]2)[C:2]=1[C:26]1[CH:27]=[CH:28][C:23]([O:22][C:29]2[CH:34]=[CH:33][CH:32]=[CH:31][CH:30]=2)=[CH:24][CH:25]=1.